Dataset: Reaction yield outcomes from USPTO patents with 853,638 reactions. Task: Predict the reaction yield, written as a fraction of the theoretical maximum amount of product (1.0 means a 100% yield; for example, 0.34 means a 34% yield). (1) The reactants are [CH3:1][O:2][CH:3]1[C:9]2[CH:10]=[CH:11][CH:12]=[CH:13][C:8]=2[CH2:7][CH2:6][N:5]([CH3:14])[C:4]1=O.[H-].[Al+3].[Li+].[H-].[H-].[H-]. The catalyst is C1COCC1.CCOCC.C1COCC1. The product is [CH3:1][O:2][CH:3]1[C:9]2[CH:10]=[CH:11][CH:12]=[CH:13][C:8]=2[CH2:7][CH2:6][N:5]([CH3:14])[CH2:4]1. The yield is 1.00. (2) The reactants are [F:1][C:2]1[CH:32]=[CH:31][C:5]([O:6][C:7]2[CH:30]=[CH:29][C:10]([CH2:11][S:12][C:13]3[NH:14][CH:15]=[C:16]([CH2:20][C:21]4[CH:22]=[N:23][C:24]([O:27][CH3:28])=[N:25][CH:26]=4)[C:17](=[O:19])[N:18]=3)=[CH:9][CH:8]=2)=[CH:4][CH:3]=1.[CH3:33]CN(C(C)C)C(C)C.CI. The catalyst is C(Cl)Cl. The product is [F:1][C:2]1[CH:3]=[CH:4][C:5]([O:6][C:7]2[CH:30]=[CH:29][C:10]([CH2:11][S:12][C:13]3[N:14]([CH3:33])[CH:15]=[C:16]([CH2:20][C:21]4[CH:26]=[N:25][C:24]([O:27][CH3:28])=[N:23][CH:22]=4)[C:17](=[O:19])[N:18]=3)=[CH:9][CH:8]=2)=[CH:31][CH:32]=1. The yield is 0.291. (3) The reactants are [CH2:1]([Li])[CH2:2][CH2:3][CH3:4].[C:6]([C:9]1[C:10]([O:27][CH2:28][C:29]2[CH:34]=[CH:33][CH:32]=[CH:31][CH:30]=2)=[CH:11][C:12]([O:19]CC2C=CC=CC=2)=[C:13]([CH:18]=1)[C:14]([O:16][CH3:17])=[O:15])(=O)[CH3:7].[CH3:35]O.O1C[CH2:40][CH2:39][CH2:38]1. The catalyst is [Br-].C[P+](C1C=CC=CC=1)(C1C=CC=CC=1)C1C=CC=CC=1. The product is [CH2:1]([O:19][C:12]1[CH:11]=[C:10]([O:27][CH2:28][C:29]2[CH:34]=[CH:33][CH:32]=[CH:31][CH:30]=2)[C:9]([C:6]([CH3:35])=[CH2:7])=[CH:18][C:13]=1[C:14]([O:16][CH3:17])=[O:15])[C:2]1[CH:40]=[CH:39][CH:38]=[CH:4][CH:3]=1. The yield is 0.360. (4) The reactants are N(OC(C)(C)C)=O.N[C:9]1[N:13]([CH2:14][CH:15]([CH3:17])[CH3:16])[C:12]([CH2:18][CH2:19][CH2:20][CH3:21])=[N:11][C:10]=1[C:22]#[N:23].C(Br)(Br)[Br:25]. No catalyst specified. The product is [Br:25][C:9]1[N:13]([CH2:14][CH:15]([CH3:17])[CH3:16])[C:12]([CH2:18][CH2:19][CH2:20][CH3:21])=[N:11][C:10]=1[C:22]#[N:23]. The yield is 0.390. (5) The reactants are [CH:1]([C:3]1[CH:4]=[C:5]([CH2:10][C:11]([O:13][CH2:14][C:15]2[CH:20]=[CH:19][CH:18]=[CH:17][CH:16]=2)=[O:12])[CH:6]=[CH:7][C:8]=1[OH:9])=[O:2].Cl[CH2:22][C:23]1[C:24]([CH3:29])=[N:25][O:26][C:27]=1[CH3:28].C([O-])([O-])=O.[K+].[K+].[I-].[K+]. The catalyst is CC#N.O. The product is [CH3:29][C:24]1[C:23]([CH2:22][O:9][C:8]2[CH:7]=[CH:6][C:5]([CH2:10][C:11]([O:13][CH2:14][C:15]3[CH:20]=[CH:19][CH:18]=[CH:17][CH:16]=3)=[O:12])=[CH:4][C:3]=2[CH:1]=[O:2])=[C:27]([CH3:28])[O:26][N:25]=1. The yield is 0.410. (6) The reactants are Br[C:2]1[CH:3]=[N:4][CH:5]=[C:6]([O:8][CH:9]([CH3:11])[CH3:10])[CH:7]=1.[OH-].[NH4+:13].[OH-].[Na+]. The catalyst is [H-].[H-].[H-].[H-].[H-].S([O-])([O-])(=O)=O.[Cu+2]. The product is [CH:9]([O:8][C:6]1[CH:7]=[C:2]([NH2:13])[CH:3]=[N:4][CH:5]=1)([CH3:11])[CH3:10]. The yield is 0.340. (7) The reactants are [N:1]([CH:4]([CH:6]1[CH2:11][CH2:10][O:9][CH2:8][CH2:7]1)[CH3:5])=[N+]=[N-]. The catalyst is CO.[Pd]. The product is [O:9]1[CH2:10][CH2:11][CH:6]([CH:4]([NH2:1])[CH3:5])[CH2:7][CH2:8]1. The yield is 0.660. (8) The reactants are [NH2:1][C:2]1[CH:7]=[CH:6][C:5]([C:8]2[C:16]3[C:11](=[N:12][CH:13]=[N:14][C:15]=3[NH2:17])[N:10]([C@H:18]3[CH2:23][CH2:22][C@H:21]([N:24]4[CH2:29][CH2:28][N:27]([CH3:30])[CH2:26][CH2:25]4)[CH2:20][CH2:19]3)[N:9]=2)=[CH:4][C:3]=1[O:31][CH3:32].[CH3:33][N:34]([CH3:44])[C:35]1[CH:43]=[CH:42][C:38]([C:39](Cl)=[O:40])=[CH:37][CH:36]=1.C(O)(=O)/C=C\C(O)=O. The catalyst is N1C=CC=CC=1.CCOC(C)=O. The product is [NH2:17][C:15]1[N:14]=[CH:13][N:12]=[C:11]2[N:10]([C@H:18]3[CH2:23][CH2:22][C@H:21]([N:24]4[CH2:25][CH2:26][N:27]([CH3:30])[CH2:28][CH2:29]4)[CH2:20][CH2:19]3)[N:9]=[C:8]([C:5]3[CH:6]=[CH:7][C:2]([NH:1][C:39](=[O:40])[C:38]4[CH:37]=[CH:36][C:35]([N:34]([CH3:33])[CH3:44])=[CH:43][CH:42]=4)=[C:3]([O:31][CH3:32])[CH:4]=3)[C:16]=12. The yield is 0.300.